From a dataset of NCI-60 drug combinations with 297,098 pairs across 59 cell lines. Regression. Given two drug SMILES strings and cell line genomic features, predict the synergy score measuring deviation from expected non-interaction effect. (1) Drug 1: CNC(=O)C1=CC=CC=C1SC2=CC3=C(C=C2)C(=NN3)C=CC4=CC=CC=N4. Drug 2: CC1=C2C(C(=O)C3(C(CC4C(C3C(C(C2(C)C)(CC1OC(=O)C(C(C5=CC=CC=C5)NC(=O)OC(C)(C)C)O)O)OC(=O)C6=CC=CC=C6)(CO4)OC(=O)C)OC)C)OC. Cell line: SR. Synergy scores: CSS=77.4, Synergy_ZIP=1.86, Synergy_Bliss=1.23, Synergy_Loewe=0.133, Synergy_HSA=3.53. (2) Drug 1: CC12CCC3C(C1CCC2=O)CC(=C)C4=CC(=O)C=CC34C. Drug 2: CN(C)C1=NC(=NC(=N1)N(C)C)N(C)C. Cell line: SK-MEL-5. Synergy scores: CSS=24.9, Synergy_ZIP=5.50, Synergy_Bliss=5.62, Synergy_Loewe=-32.5, Synergy_HSA=1.72. (3) Drug 1: CN1CCC(CC1)COC2=C(C=C3C(=C2)N=CN=C3NC4=C(C=C(C=C4)Br)F)OC. Drug 2: CCN(CC)CCNC(=O)C1=C(NC(=C1C)C=C2C3=C(C=CC(=C3)F)NC2=O)C. Cell line: HCC-2998. Synergy scores: CSS=1.41, Synergy_ZIP=0.285, Synergy_Bliss=1.38, Synergy_Loewe=-0.374, Synergy_HSA=-0.291. (4) Drug 1: C1CN(CCN1C(=O)CCBr)C(=O)CCBr. Drug 2: CC1C(C(CC(O1)OC2CC(CC3=C2C(=C4C(=C3O)C(=O)C5=C(C4=O)C(=CC=C5)OC)O)(C(=O)CO)O)N)O.Cl. Cell line: UACC62. Synergy scores: CSS=58.8, Synergy_ZIP=-8.05, Synergy_Bliss=-4.92, Synergy_Loewe=-2.32, Synergy_HSA=-1.02. (5) Drug 1: CC12CCC3C(C1CCC2O)C(CC4=C3C=CC(=C4)O)CCCCCCCCCS(=O)CCCC(C(F)(F)F)(F)F. Drug 2: C1=NC2=C(N=C(N=C2N1C3C(C(C(O3)CO)O)F)Cl)N. Cell line: OVCAR-4. Synergy scores: CSS=2.82, Synergy_ZIP=3.32, Synergy_Bliss=-2.09, Synergy_Loewe=-2.51, Synergy_HSA=-2.33. (6) Drug 1: CC12CCC(CC1=CCC3C2CCC4(C3CC=C4C5=CN=CC=C5)C)O. Drug 2: C1=CC(=CC=C1CC(C(=O)O)N)N(CCCl)CCCl.Cl. Cell line: RPMI-8226. Synergy scores: CSS=58.8, Synergy_ZIP=-2.25, Synergy_Bliss=5.33, Synergy_Loewe=-2.56, Synergy_HSA=2.68. (7) Drug 1: CC1OCC2C(O1)C(C(C(O2)OC3C4COC(=O)C4C(C5=CC6=C(C=C35)OCO6)C7=CC(=C(C(=C7)OC)O)OC)O)O. Drug 2: CN(C(=O)NC(C=O)C(C(C(CO)O)O)O)N=O. Cell line: NCI-H226. Synergy scores: CSS=21.6, Synergy_ZIP=-3.68, Synergy_Bliss=4.83, Synergy_Loewe=-3.97, Synergy_HSA=5.31. (8) Drug 1: C1C(C(OC1N2C=C(C(=O)NC2=O)F)CO)O. Drug 2: N.N.Cl[Pt+2]Cl. Cell line: HCC-2998. Synergy scores: CSS=33.1, Synergy_ZIP=-5.86, Synergy_Bliss=-5.04, Synergy_Loewe=-8.36, Synergy_HSA=-0.602.